Task: Binary Classification. Given a miRNA mature sequence and a target amino acid sequence, predict their likelihood of interaction.. Dataset: Experimentally validated miRNA-target interactions with 360,000+ pairs, plus equal number of negative samples (1) The miRNA is hsa-miR-4744 with sequence UCUAAAGACUAGACUUCGCUAUG. The protein sequence of the target gene is MACGATLKRPMEFEAALLSPGSPKRRRCAPLPGPTPGLRPPDAEPPPLQMQTPPASLQQPAPPGSERRLPTPEQIFQNIKQEYNRYQRWRHLEVVLSQSEACTSETQPSSSALTAPGSPGAFWMKKDQPTFTLRQVGIICERLLKDYEDKVREEYEQILSTKLAEQYESFVKFTHDQIMRRYGTRPTSYVS. Result: 0 (no interaction). (2) The miRNA is hsa-miR-1224-5p with sequence GUGAGGACUCGGGAGGUGG. The protein sequence of the target gene is MEEGSSGGSGSSDSNAGGSGGVQQRELERMAEVLVTGEQLRLRLHEEKVIKDRRHHLKTYPNCFVAKELIDWLIEHKEASDRETAIKLMQKLADRGIIHHVCDEHKEFKDVKLFYRFRKDDGTFALDSEVKAFMRGQRLYEKLMSPETTLLQPREEEGVKYERTFMASEFLDWLVQEGEATTRKEAEQLCHRLMDHGIIQHVSNKHPFVDSNLLYQFRMNFRRRRRLMELLNETSPSSQETHDSPFCLRKQSHDSRKSTSFMSVSPSKEIKIVSAVRRSSMSSCGSSGYFSSSPTLSSSP.... Result: 0 (no interaction). (3) The miRNA is rno-miR-98-5p with sequence UGAGGUAGUAAGUUGUAUUGUU. The protein sequence of the target gene is MTLESGDHTLTLFAYRTGPFRTILFYALTVLTLGIFRLILHWKQKWDVKMRMVPCTFEAAEYIYIIDNHNVSELQPVLRKSNATIPTENGEMRKVPELRWFVYRKLEYVWIDDLNSDESVDEISDNDNCWKTSFEIANRIPCRSLLAVSESNFGLTLSEISRRLEFYGRNEIVVQLRPILYLLVMEVITPFYVFQIFSVTVWYNDEYAYYASLIVILSLGSIVMDVYQIRTQEIRLRSMVHSTESVEVIREGTEMTIGSDQLVPGDILLIPPHGCLMQCDSVLMNGTVIVNESVLTGESV.... Result: 0 (no interaction).